Predict the reactants needed to synthesize the given product. From a dataset of Full USPTO retrosynthesis dataset with 1.9M reactions from patents (1976-2016). (1) Given the product [NH2:18][C:4]1[C:3]2[C:7](=[C:8]([CH2:11][N:12]3[CH2:17][CH2:16][O:15][CH2:14][CH2:13]3)[CH:9]=[CH:10][C:2]=2[C:27]2[CH:28]=[CH:29][C:30]([NH:33][C:34]([NH:36][C:37]3[CH:42]=[CH:41][CH:40]=[C:39]([C:43]([F:44])([F:45])[F:46])[CH:38]=3)=[O:35])=[CH:31][CH:32]=2)[NH:6][N:5]=1, predict the reactants needed to synthesize it. The reactants are: I[C:2]1[CH:10]=[CH:9][C:8]([CH2:11][N:12]2[CH2:17][CH2:16][O:15][CH2:14][CH2:13]2)=[C:7]2[C:3]=1[C:4]([NH2:18])=[N:5][NH:6]2.CC1(C)C(C)(C)OB([C:27]2[CH:32]=[CH:31][C:30]([NH:33][C:34]([NH:36][C:37]3[CH:42]=[CH:41][CH:40]=[C:39]([C:43]([F:46])([F:45])[F:44])[CH:38]=3)=[O:35])=[CH:29][CH:28]=2)O1.C([O-])([O-])=O.[Na+].[Na+]. (2) Given the product [C:17]1([C:5]2[N:6]([C:11]3[CH:16]=[CH:15][CH:14]=[CH:13][CH:12]=3)[C:7]3[C:3]([N:4]=2)=[C:2]([NH:23][CH2:24][CH2:25][CH2:26][OH:27])[N:10]=[CH:9][N:8]=3)[CH:22]=[CH:21][CH:20]=[CH:19][CH:18]=1, predict the reactants needed to synthesize it. The reactants are: Cl[C:2]1[N:10]=[CH:9][N:8]=[C:7]2[C:3]=1[N:4]=[C:5]([C:17]1[CH:22]=[CH:21][CH:20]=[CH:19][CH:18]=1)[N:6]2[C:11]1[CH:16]=[CH:15][CH:14]=[CH:13][CH:12]=1.[NH2:23][CH2:24][CH2:25][CH2:26][OH:27]. (3) Given the product [CH2:25]([O:24][C:22]([C:19]1[CH:20]=[CH:21][C:16]([CH:14]([NH:13][NH:12][C:10]([O:9][C:5]([CH3:7])([CH3:6])[CH3:8])=[O:11])[CH3:15])=[CH:17][CH:18]=1)=[O:23])[CH3:26], predict the reactants needed to synthesize it. The reactants are: [BH3-]C#N.[Na+].[C:5]([O:9][C:10]([NH:12][N:13]=[C:14]([C:16]1[CH:21]=[CH:20][C:19]([C:22]([O:24][CH2:25][CH3:26])=[O:23])=[CH:18][CH:17]=1)[CH3:15])=[O:11])([CH3:8])([CH3:7])[CH3:6].O.C1(C)C=CC(S(O)(=O)=O)=CC=1.[OH-].[Na+]. (4) Given the product [CH3:20][CH:19]([O:22][C@@H:2]([CH3:1])[C@@H:3]([C:15]([O:17][CH3:18])=[O:16])[NH:4][C:5]([O:7][CH2:8][C:9]1[CH:14]=[CH:13][CH:12]=[CH:11][CH:10]=1)=[O:6])[CH3:21], predict the reactants needed to synthesize it. The reactants are: [CH3:1][C@@H:2]1[N:4]([C:5]([O:7][CH2:8][C:9]2[CH:14]=[CH:13][CH:12]=[CH:11][CH:10]=2)=[O:6])[C@H:3]1[C:15]([O:17][CH3:18])=[O:16].[CH:19]([OH:22])([CH3:21])[CH3:20]. (5) Given the product [CH3:19][O:18][C:13]1[CH:14]=[C:15]([C:10]([O:9][CH2:8][C:7]2[C:2]([C:25]3[N:24]([CH:29]4[CH2:34][CH2:33][CH2:32][CH2:31][O:30]4)[N:23]=[CH:22][C:21]=3[CH3:20])=[N:3][CH:4]=[CH:5][CH:6]=2)=[CH:11][N:12]=1)[CH:16]=[O:17], predict the reactants needed to synthesize it. The reactants are: Br[C:2]1[C:7]([CH2:8][O:9][C:10]2[C:15]([CH:16]=[O:17])=[CH:14][C:13]([O:18][CH3:19])=[N:12][CH:11]=2)=[CH:6][CH:5]=[CH:4][N:3]=1.[CH3:20][C:21]1[CH:22]=[N:23][N:24]([CH:29]2[CH2:34][CH2:33][CH2:32][CH2:31][O:30]2)[C:25]=1B(O)O.C([O-])([O-])=O.[K+].[K+]. (6) Given the product [I:8][C:5]1[CH:6]=[CH:7][C:2]([N:11]2[CH:12]=[C:13]([CH:15]=[O:16])[N:14]=[C:10]2[CH3:9])=[CH:3][CH:4]=1, predict the reactants needed to synthesize it. The reactants are: I[C:2]1[CH:7]=[CH:6][C:5]([I:8])=[CH:4][CH:3]=1.[CH3:9][C:10]1[NH:11][CH:12]=[C:13]([CH:15]=[O:16])[N:14]=1.C([O-])([O-])=O.[K+].[K+].OC1C=CC=C2C=1N=CC=C2. (7) The reactants are: [C:1]1([C:7]2[CH:14]=[CH:13][C:10]([CH:11]=[O:12])=[CH:9][N:8]=2)[CH:6]=[CH:5][CH:4]=[CH:3][CH:2]=1.[C:15]1([Mg]Br)[CH:20]=[CH:19][CH:18]=[CH:17][CH:16]=1. Given the product [C:15]1([CH:11]([C:10]2[CH:9]=[N:8][C:7]([C:1]3[CH:2]=[CH:3][CH:4]=[CH:5][CH:6]=3)=[CH:14][CH:13]=2)[OH:12])[CH:20]=[CH:19][CH:18]=[CH:17][CH:16]=1, predict the reactants needed to synthesize it.